From a dataset of Peptide-MHC class II binding affinity with 134,281 pairs from IEDB. Regression. Given a peptide amino acid sequence and an MHC pseudo amino acid sequence, predict their binding affinity value. This is MHC class II binding data. (1) The peptide sequence is AINIFNVEKYGAVGD. The MHC is HLA-DQA10501-DQB10301 with pseudo-sequence HLA-DQA10501-DQB10301. The binding affinity (normalized) is 0.446. (2) The peptide sequence is RCRTCVYNMMGKREK. The binding affinity (normalized) is 0. The MHC is HLA-DQA10201-DQB10303 with pseudo-sequence HLA-DQA10201-DQB10303. (3) The peptide sequence is IKCFEKFLEPKVKFG. The MHC is DRB5_0101 with pseudo-sequence DRB5_0101. The binding affinity (normalized) is 0.960. (4) The peptide sequence is ANMWSLMYFHKRDMR. The MHC is HLA-DQA10303-DQB10402 with pseudo-sequence HLA-DQA10303-DQB10402. The binding affinity (normalized) is 0.406.